Dataset: Catalyst prediction with 721,799 reactions and 888 catalyst types from USPTO. Task: Predict which catalyst facilitates the given reaction. (1) Reactant: Br[C:2]1[CH:3]=[C:4]2[C:8](=[CH:9][C:10]=1[O:11][CH3:12])[C:7](=[O:13])[CH2:6][CH2:5]2.[NH:14]1[CH2:19][CH2:18][O:17][CH2:16][CH2:15]1.C(=O)([O-])[O-].[Cs+].[Cs+].C1C=CC(P(C2C(C3C(P(C4C=CC=CC=4)C4C=CC=CC=4)=CC=C4C=3C=CC=C4)=C3C(C=CC=C3)=CC=2)C2C=CC=CC=2)=CC=1. Product: [CH3:12][O:11][C:10]1[CH:9]=[C:8]2[C:4]([CH2:5][CH2:6][C:7]2=[O:13])=[CH:3][C:2]=1[N:14]1[CH2:19][CH2:18][O:17][CH2:16][CH2:15]1. The catalyst class is: 101. (2) Reactant: [Br:1][C:2]1[C:11]([F:12])=[CH:10][C:5]([C:6]([O:8][CH3:9])=[O:7])=[C:4](F)[CH:3]=1.[CH3:14][O-:15].[Na+]. Product: [Br:1][C:2]1[C:11]([F:12])=[CH:10][C:5]([C:6]([O:8][CH3:9])=[O:7])=[C:4]([O:15][CH3:14])[CH:3]=1. The catalyst class is: 3. (3) Reactant: C([O:3][C:4](=O)[C:5]1[CH:10]=[CH:9][C:8]([CH:11]2[CH2:13][CH2:12]2)=[CH:7][CH:6]=1)C.[H-].[Al+3].[Li+].[H-].[H-].[H-]. Product: [CH:11]1([C:8]2[CH:7]=[CH:6][C:5]([CH2:4][OH:3])=[CH:10][CH:9]=2)[CH2:13][CH2:12]1. The catalyst class is: 1. (4) Reactant: C([O:5][C:6](=[O:35])[C:7]([CH2:11][NH:12][C:13]([C:15]1[N:16]=[C:17]([C:33]#[N:34])[C:18]2[C:23]([C:24]=1[OH:25])=[CH:22][CH:21]=[C:20]([O:26][C:27]1[CH:32]=[CH:31][CH:30]=[CH:29][CH:28]=1)[CH:19]=2)=[O:14])([CH3:10])[CH2:8][CH3:9])(C)(C)C. Product: [C:33]([C:17]1[C:18]2[C:23](=[CH:22][CH:21]=[C:20]([O:26][C:27]3[CH:28]=[CH:29][CH:30]=[CH:31][CH:32]=3)[CH:19]=2)[C:24]([OH:25])=[C:15]([C:13]([NH:12][CH2:11][C:7]([CH3:10])([CH2:8][CH3:9])[C:6]([OH:35])=[O:5])=[O:14])[N:16]=1)#[N:34]. The catalyst class is: 137. (5) The catalyst class is: 7. Reactant: [CH3:1][C:2]1[C:11]2[C:6](=[CH:7][CH:8]=[CH:9][CH:10]=2)[NH:5][C:4](=[O:12])[CH:3]=1.[CH2:13]([Li])CCC.IC. Product: [CH2:1]([C:2]1[C:11]2[C:6](=[CH:7][CH:8]=[CH:9][CH:10]=2)[NH:5][C:4](=[O:12])[CH:3]=1)[CH3:13]. (6) Reactant: [C:1]([O:5][C:6]([NH:8][C@@H:9]([C:19]([OH:21])=[O:20])[CH2:10][O:11][CH2:12][C:13]1[CH:18]=[CH:17][CH:16]=[CH:15][CH:14]=1)=[O:7])([CH3:4])([CH3:3])[CH3:2].[C:22](=O)(O)[O-].[Na+].CI. Product: [CH3:22][O:20][C:19](=[O:21])[C@@H:9]([CH2:10][O:11][CH2:12][C:13]1[CH:14]=[CH:15][CH:16]=[CH:17][CH:18]=1)[NH:8][C:6]([O:5][C:1]([CH3:4])([CH3:2])[CH3:3])=[O:7]. The catalyst class is: 9. (7) Reactant: Br[C:2]1[CH:3]=[C:4]([CH3:13])[C:5]2[O:9][CH2:8][C:7]([CH3:11])([CH3:10])[C:6]=2[CH:12]=1.C1C[O:17][CH2:16]C1.[Li]CCCC.CN(C=O)C. Product: [CH3:10][C:7]1([CH3:11])[C:6]2[CH:12]=[C:2]([CH:16]=[O:17])[CH:3]=[C:4]([CH3:13])[C:5]=2[O:9][CH2:8]1. The catalyst class is: 25.